Dataset: Peptide-MHC class I binding affinity with 185,985 pairs from IEDB/IMGT. Task: Regression. Given a peptide amino acid sequence and an MHC pseudo amino acid sequence, predict their binding affinity value. This is MHC class I binding data. (1) The peptide sequence is LPPERRQPF. The MHC is HLA-A31:01 with pseudo-sequence HLA-A31:01. The binding affinity (normalized) is 0.0847. (2) The peptide sequence is EFINTGSSK. The MHC is HLA-A03:01 with pseudo-sequence HLA-A03:01. The binding affinity (normalized) is 0.00335. (3) The peptide sequence is TPGPGIRYPL. The MHC is HLA-A30:02 with pseudo-sequence HLA-A30:02. The binding affinity (normalized) is 0. (4) The peptide sequence is MVINGEQGT. The MHC is HLA-A80:01 with pseudo-sequence HLA-A80:01. The binding affinity (normalized) is 0.0847. (5) The peptide sequence is FIRYGDASL. The MHC is HLA-B51:01 with pseudo-sequence HLA-B51:01. The binding affinity (normalized) is 0.0847. (6) The peptide sequence is AFFSDLVKF. The MHC is HLA-B58:01 with pseudo-sequence HLA-B58:01. The binding affinity (normalized) is 0.213. (7) The peptide sequence is WPTVRERM. The MHC is Mamu-A2201 with pseudo-sequence Mamu-A2201. The binding affinity (normalized) is 0. (8) The peptide sequence is YLEGTRTLL. The MHC is HLA-B27:03 with pseudo-sequence HLA-B27:03. The binding affinity (normalized) is 0.0847. (9) The binding affinity (normalized) is 0.213. The MHC is HLA-B08:01 with pseudo-sequence HLA-B08:01. The peptide sequence is HAEMQNPVY.